Dataset: Full USPTO retrosynthesis dataset with 1.9M reactions from patents (1976-2016). Task: Predict the reactants needed to synthesize the given product. Given the product [CH2:21]([N:28]1[CH2:33][CH2:32][C:31]([C:12]2[CH:13]=[CH:14][C:9]([O:8][CH2:1][C:2]3[CH:7]=[CH:6][CH:5]=[CH:4][CH:3]=3)=[CH:10][CH:11]=2)([OH:34])[CH2:30][CH2:29]1)[C:22]1[CH:23]=[CH:24][CH:25]=[CH:26][CH:27]=1, predict the reactants needed to synthesize it. The reactants are: [CH2:1]([O:8][C:9]1[CH:14]=[CH:13][C:12](Br)=[CH:11][CH:10]=1)[C:2]1[CH:7]=[CH:6][CH:5]=[CH:4][CH:3]=1.C([Li])CCC.[CH2:21]([N:28]1[CH2:33][CH2:32][C:31](=[O:34])[CH2:30][CH2:29]1)[C:22]1[CH:27]=[CH:26][CH:25]=[CH:24][CH:23]=1.CCCCCC.